From a dataset of NCI-60 drug combinations with 297,098 pairs across 59 cell lines. Regression. Given two drug SMILES strings and cell line genomic features, predict the synergy score measuring deviation from expected non-interaction effect. (1) Synergy scores: CSS=14.6, Synergy_ZIP=-13.3, Synergy_Bliss=-13.5, Synergy_Loewe=-5.87, Synergy_HSA=-5.98. Cell line: OVCAR-5. Drug 2: C1C(C(OC1N2C=C(C(=O)NC2=O)F)CO)O. Drug 1: C1=CC(=CC=C1CCC2=CNC3=C2C(=O)NC(=N3)N)C(=O)NC(CCC(=O)O)C(=O)O. (2) Drug 1: CCC1(CC2CC(C3=C(CCN(C2)C1)C4=CC=CC=C4N3)(C5=C(C=C6C(=C5)C78CCN9C7C(C=CC9)(C(C(C8N6C)(C(=O)OC)O)OC(=O)C)CC)OC)C(=O)OC)O.OS(=O)(=O)O. Drug 2: C1=NC(=NC(=O)N1C2C(C(C(O2)CO)O)O)N. Cell line: MCF7. Synergy scores: CSS=6.41, Synergy_ZIP=-2.85, Synergy_Bliss=-3.21, Synergy_Loewe=-2.37, Synergy_HSA=-2.30. (3) Drug 1: CC(C1=C(C=CC(=C1Cl)F)Cl)OC2=C(N=CC(=C2)C3=CN(N=C3)C4CCNCC4)N. Drug 2: COC1=NC(=NC2=C1N=CN2C3C(C(C(O3)CO)O)O)N. Cell line: UO-31. Synergy scores: CSS=7.02, Synergy_ZIP=-0.971, Synergy_Bliss=2.90, Synergy_Loewe=-3.12, Synergy_HSA=4.12.